From a dataset of Full USPTO retrosynthesis dataset with 1.9M reactions from patents (1976-2016). Predict the reactants needed to synthesize the given product. (1) Given the product [CH2:1]([O:3][C:4](=[O:20])[C:5]1[CH:6]=[CH:7][C:8]([C:11]([C:12]2[CH:17]=[CH:16][C:15]([Br:18])=[CH:14][CH:13]=2)([OH:19])[CH2:21][CH2:22][CH2:23][CH2:24][CH2:25][CH3:26])=[CH:9][CH:10]=1)[CH3:2], predict the reactants needed to synthesize it. The reactants are: [CH2:1]([O:3][C:4](=[O:20])[C:5]1[CH:10]=[CH:9][C:8]([C:11](=[O:19])[C:12]2[CH:17]=[CH:16][C:15]([Br:18])=[CH:14][CH:13]=2)=[CH:7][CH:6]=1)[CH3:2].[CH2:21]([Mg]Br)[CH2:22][CH2:23][CH2:24][CH2:25][CH3:26]. (2) Given the product [O:34]=[C:17]1[NH:16][C@H:15]2[CH2:14][S:13][C:20](=[CH:21][CH2:22][CH2:23][CH2:24][C:25]([O:32][CH2:31][C:28]([CH2:27][OH:26])([CH3:33])[CH2:29][OH:30])=[O:4])[C@H:19]2[O:18]1, predict the reactants needed to synthesize it. The reactants are: FC(F)(F)C(O)=[O:4].C(Cl)Cl.CC1(C)[N:16]2[C:17](=[O:34])[O:18][C@H:19]([C:20]#[C:21][CH2:22][CH2:23][CH2:24][C:25]34[O:32][CH2:31][C:28]([CH3:33])([CH2:29][O:30]3)[CH2:27][O:26]4)[C@@H:15]2[CH2:14][S:13]1.C(=O)(O)[O-].[Na+].